From a dataset of Full USPTO retrosynthesis dataset with 1.9M reactions from patents (1976-2016). Predict the reactants needed to synthesize the given product. (1) Given the product [Br:1][C:2]1[CH:12]=[CH:11][C:5]([O:6][C@@H:7]([CH3:10])[CH2:8][NH:9][S:23]([CH:20]([CH3:22])[CH3:21])(=[O:25])=[O:24])=[CH:4][CH:3]=1, predict the reactants needed to synthesize it. The reactants are: [Br:1][C:2]1[CH:12]=[CH:11][C:5]([O:6][C@@H:7]([CH3:10])[CH2:8][NH2:9])=[CH:4][CH:3]=1.C(N(CC)CC)C.[CH:20]([S:23](Cl)(=[O:25])=[O:24])([CH3:22])[CH3:21]. (2) The reactants are: C([NH:4][C@H:5]([CH:9]([OH:20])[C:10]1[CH:15]=[CH:14][C:13]([C:16]([F:19])([F:18])[F:17])=[CH:12][CH:11]=1)[C:6]([OH:8])=[O:7])(=O)C.[OH-].[Na+].[CH3:35][C:34]([O:33][C:31](O[C:31]([O:33][C:34]([CH3:37])([CH3:36])[CH3:35])=[O:32])=[O:32])([CH3:37])[CH3:36]. Given the product [C:34]([O:33][C:31]([NH:4][C@H:5]([CH:9]([OH:20])[C:10]1[CH:11]=[CH:12][C:13]([C:16]([F:17])([F:18])[F:19])=[CH:14][CH:15]=1)[C:6]([OH:8])=[O:7])=[O:32])([CH3:35])([CH3:36])[CH3:37], predict the reactants needed to synthesize it. (3) Given the product [CH3:1]/[C:2](=[CH:6]\[CH2:7][CH3:8])/[C:3]([N:16]1[C@@H:15]([C:9]2[CH:14]=[CH:13][CH:12]=[CH:11][CH:10]=2)[CH2:19][O:18][C:17]1=[O:20])=[O:5], predict the reactants needed to synthesize it. The reactants are: [CH3:1]/[C:2](=[CH:6]\[CH2:7][CH3:8])/[C:3]([OH:5])=O.[C:9]1([C@H:15]2[CH2:19][O:18][C:17](=[O:20])[NH:16]2)[CH:14]=[CH:13][CH:12]=[CH:11][CH:10]=1.C(OC1C=CC2C(=CC=CC=2)N1C(OCC)=O)C.[Cl-].[Li+]. (4) Given the product [Br:1][C:2]1[N:7]=[C:6]([CH:8]([NH:28][C:29]([N:31]2[CH2:32][CH2:33][CH:34]([N:37]3[CH2:46][C:45]4[C:40](=[CH:41][CH:42]=[CH:43][CH:44]=4)[NH:39][C:38]3=[O:47])[CH2:35][CH2:36]2)=[O:30])[CH2:9][C:10]2[CH:11]=[C:12]3[C:16](=[C:17]([CH3:19])[CH:18]=2)[NH:15][N:14]=[CH:13]3)[CH:5]=[CH:4][CH:3]=1, predict the reactants needed to synthesize it. The reactants are: [Br:1][C:2]1[N:7]=[C:6]([CH:8]([NH:28][C:29]([N:31]2[CH2:36][CH2:35][CH:34]([N:37]3[CH2:46][C:45]4[C:40](=[CH:41][CH:42]=[CH:43][CH:44]=4)[NH:39][C:38]3=[O:47])[CH2:33][CH2:32]2)=[O:30])[CH2:9][C:10]2[CH:18]=[C:17]([CH3:19])[C:16]3[C:12](=[CH:13][N:14](COCC[Si](C)(C)C)[N:15]=3)[CH:11]=2)[CH:5]=[CH:4][CH:3]=1.[F-].C([N+](CCCC)(CCCC)CCCC)CCC. (5) Given the product [F:1][C:2]1[CH:7]=[CH:6][C:5]([C:15]([C:14]2[CH:13]=[N:12][C:11]([F:10])=[CH:19][CH:18]=2)=[O:16])=[CH:4][CH:3]=1, predict the reactants needed to synthesize it. The reactants are: [F:1][C:2]1[CH:7]=[CH:6][C:5]([Mg]Cl)=[CH:4][CH:3]=1.[F:10][C:11]1[CH:19]=[CH:18][C:14]([C:15](Cl)=[O:16])=[CH:13][N:12]=1.O. (6) Given the product [NH2:15][C:2]1[N:10]=[C:9]([Cl:11])[CH:8]=[CH:7][C:3]=1[C:4]([OH:6])=[O:5], predict the reactants needed to synthesize it. The reactants are: Cl[C:2]1[N:10]=[C:9]([Cl:11])[CH:8]=[CH:7][C:3]=1[C:4]([OH:6])=[O:5].C([NH2:15])(=O)C.C(=O)([O-])[O-].[K+].[K+].COCCOCCN(CCOCCOC)CCOCCOC.Cl.C(O)(=O)CC(CC(O)=O)(C(O)=O)O. (7) Given the product [OH:8][CH2:9][C@H:10]1[O:14][C:13]([CH3:16])([CH3:15])[N:12]([C:17]([O:19][C:20]([CH3:21])([CH3:22])[CH3:23])=[O:18])[C@H:11]1[CH2:24][C:25]1[N:26]=[C:27]([CH3:30])[S:28][CH:29]=1, predict the reactants needed to synthesize it. The reactants are: [Si]([O:8][CH2:9][C@H:10]1[O:14][C:13]([CH3:16])([CH3:15])[N:12]([C:17]([O:19][C:20]([CH3:23])([CH3:22])[CH3:21])=[O:18])[C@H:11]1[CH2:24][C:25]1[N:26]=[C:27]([CH3:30])[S:28][CH:29]=1)(C(C)(C)C)(C)C.CCCC[N+](CCCC)(CCCC)CCCC.[F-]. (8) The reactants are: [Br:1][C:2]1[C:7](=[O:8])[N:6]([CH2:9][CH2:10][CH2:11][C:12]([O:14]CC)=[O:13])[N:5]=[CH:4][C:3]=1[NH:17][C@@H:18]1[CH2:23][C@@H:22]2[CH2:24][C@@H:20]([C:21]2([CH3:26])[CH3:25])[C@H:19]1[CH3:27].[OH-].[Na+].C(OCC)(=O)C. Given the product [Br:1][C:2]1[C:7](=[O:8])[N:6]([CH2:9][CH2:10][CH2:11][C:12]([OH:14])=[O:13])[N:5]=[CH:4][C:3]=1[NH:17][C@@H:18]1[CH2:23][C@@H:22]2[CH2:24][C@@H:20]([C:21]2([CH3:26])[CH3:25])[C@H:19]1[CH3:27], predict the reactants needed to synthesize it. (9) The reactants are: [Br:1][C:2]1[CH:7]=[CH:6][C:5]([N+:8]([O-])=O)=[C:4]([S:11]([CH3:14])(=[O:13])=[O:12])[CH:3]=1. Given the product [Br:1][C:2]1[CH:7]=[CH:6][C:5]([NH2:8])=[C:4]([S:11]([CH3:14])(=[O:13])=[O:12])[CH:3]=1, predict the reactants needed to synthesize it. (10) Given the product [IH:15].[I-:1].[CH2:2]([C:4]1[SH+:5][CH:6]=[CH:7][CH:8]=[CH:9][CH:10]=[CH:11][CH:12]=1)[CH3:3], predict the reactants needed to synthesize it. The reactants are: [I-:1].[CH2:2]([C:4]1[SH+:5][CH:6]=[CH:7][CH:8]=[CH:9][CH:10]=[CH:11][CH:12]=1)[CH3:3].C([I:15])C.